This data is from Full USPTO retrosynthesis dataset with 1.9M reactions from patents (1976-2016). The task is: Predict the reactants needed to synthesize the given product. (1) Given the product [NH:16]1[C:11]2[CH:12]=[CH:13][CH:14]=[CH:15][C:10]=2[N:17]=[C:3]1[CH2:2][S:1][CH2:6][C:7]1[NH:16][C:11]2[CH:12]=[CH:13][CH:14]=[CH:15][C:10]=2[N:18]=1, predict the reactants needed to synthesize it. The reactants are: [S:1]([CH2:6][C:7](O)=O)[CH2:2][C:3](O)=O.[C:10]1([NH2:17])[CH:15]=[CH:14][CH:13]=[CH:12][C:11]=1[NH2:16].[NH4+:18].[OH-]. (2) The reactants are: [CH2:1]([N:3]([CH:19]1[CH2:24][CH2:23][N:22]([CH3:25])[CH2:21][CH2:20]1)[C:4]1[C:5]([CH3:18])=[C:6]([CH:11]=[C:12]([C:14]([F:17])([F:16])[F:15])[CH:13]=1)[C:7]([O:9]C)=[O:8])[CH3:2].[OH-].[Na+].Cl. Given the product [CH2:1]([N:3]([CH:19]1[CH2:24][CH2:23][N:22]([CH3:25])[CH2:21][CH2:20]1)[C:4]1[C:5]([CH3:18])=[C:6]([CH:11]=[C:12]([C:14]([F:16])([F:15])[F:17])[CH:13]=1)[C:7]([OH:9])=[O:8])[CH3:2], predict the reactants needed to synthesize it. (3) Given the product [CH3:16][C:17]1[CH:22]=[CH:21][CH:20]=[CH:19][C:18]=1[C:2]1[CH:7]=[CH:6][C:5]([CH:8]([CH3:15])[CH2:9][NH:10][S:11]([CH3:14])(=[O:13])=[O:12])=[CH:4][CH:3]=1, predict the reactants needed to synthesize it. The reactants are: Br[C:2]1[CH:7]=[CH:6][C:5]([CH:8]([CH3:15])[CH2:9][NH:10][S:11]([CH3:14])(=[O:13])=[O:12])=[CH:4][CH:3]=1.[CH3:16][C:17]1[CH:22]=[CH:21][CH:20]=[CH:19][C:18]=1B(O)O. (4) Given the product [Br:1][C:2]1[CH:3]=[C:4]([NH2:23])[C:5]([N:6]([CH2:13][C:14]2[CH:19]=[CH:18][CH:17]=[C:16]([Cl:20])[CH:15]=2)[CH2:7][CH2:8][C:9]([F:11])([F:12])[F:10])=[CH:21][CH:22]=1, predict the reactants needed to synthesize it. The reactants are: [Br:1][C:2]1[CH:22]=[CH:21][C:5]([N:6]([CH2:13][C:14]2[CH:19]=[CH:18][CH:17]=[C:16]([Cl:20])[CH:15]=2)[CH2:7][CH2:8][C:9]([F:12])([F:11])[F:10])=[C:4]([N+:23]([O-])=O)[CH:3]=1.C(N(CCC(F)(F)F)C1C=CC(Br)=CC=1[N+]([O-])=O)C1C=CC=CC=1.C(N(CCC(F)(F)F)C1C(N)=CC(Br)=CC=1)C1C=CC=CC=1. (5) Given the product [CH2:7]([C:2]1[CH2:3][CH2:4][CH2:5][N:6]=1)[C:8]1[CH:13]=[CH:12][CH:11]=[CH:10][CH:9]=1, predict the reactants needed to synthesize it. The reactants are: Br[CH2:2][CH2:3][CH2:4][C:5]#[N:6].[CH2:7]([Mg]Br)[C:8]1[CH:13]=[CH:12][CH:11]=[CH:10][CH:9]=1.